From a dataset of Forward reaction prediction with 1.9M reactions from USPTO patents (1976-2016). Predict the product of the given reaction. (1) Given the reactants [NH2:1][C:2]1[CH:3]=[CH:4][C:5]2[CH2:11][CH2:10][CH2:9][C:8](=[O:12])[NH:7][C:6]=2[CH:13]=1.Cl[C:15]1[N:20]=[C:19]([NH:21][C:22]2[C:27]([O:28][CH2:29][CH:30]3[CH2:34][CH2:33][O:32][CH2:31]3)=[CH:26][CH:25]=[CH:24][C:23]=2[F:35])[C:18]([Cl:36])=[CH:17][N:16]=1, predict the reaction product. The product is: [Cl:36][C:18]1[C:19]([NH:21][C:22]2[C:27]([O:28][CH2:29][CH:30]3[CH2:34][CH2:33][O:32][CH2:31]3)=[CH:26][CH:25]=[CH:24][C:23]=2[F:35])=[N:20][C:15]([NH:1][C:2]2[CH:3]=[CH:4][C:5]3[CH2:11][CH2:10][CH2:9][C:8](=[O:12])[NH:7][C:6]=3[CH:13]=2)=[N:16][CH:17]=1. (2) Given the reactants [CH3:1][NH2:2].[N:3]1[CH:8]=[CH:7][C:6]([CH:9]=O)=[CH:5][CH:4]=1.[BH4-].[Na+], predict the reaction product. The product is: [CH3:1][NH:2][CH2:9][C:6]1[CH:7]=[CH:8][N:3]=[CH:4][CH:5]=1.